Dataset: NCI-60 drug combinations with 297,098 pairs across 59 cell lines. Task: Regression. Given two drug SMILES strings and cell line genomic features, predict the synergy score measuring deviation from expected non-interaction effect. Drug 1: C1C(C(OC1N2C=NC3=C(N=C(N=C32)Cl)N)CO)O. Drug 2: CC12CCC3C(C1CCC2OP(=O)(O)O)CCC4=C3C=CC(=C4)OC(=O)N(CCCl)CCCl.[Na+]. Cell line: NCI-H322M. Synergy scores: CSS=37.6, Synergy_ZIP=-3.67, Synergy_Bliss=-1.13, Synergy_Loewe=3.32, Synergy_HSA=0.259.